Predict the reactants needed to synthesize the given product. From a dataset of Full USPTO retrosynthesis dataset with 1.9M reactions from patents (1976-2016). Given the product [F:1][C:2]1[C:7]([F:8])=[CH:6][CH:5]=[CH:4][C:3]=1[C@H:9]([NH:11][CH2:13][C:14]1[CH:23]=[CH:22][C:17]([C:18]([O:20][CH3:21])=[O:19])=[CH:16][CH:15]=1)[CH3:10], predict the reactants needed to synthesize it. The reactants are: [F:1][C:2]1[C:7]([F:8])=[CH:6][CH:5]=[CH:4][C:3]=1[C@H:9]([NH2:11])[CH3:10].Br[CH2:13][C:14]1[CH:23]=[CH:22][C:17]([C:18]([O:20][CH3:21])=[O:19])=[CH:16][CH:15]=1.C([O-])([O-])=O.[K+].[K+].